Dataset: Full USPTO retrosynthesis dataset with 1.9M reactions from patents (1976-2016). Task: Predict the reactants needed to synthesize the given product. The reactants are: Br[C:2]1[CH:7]=[CH:6][CH:5]=[CH:4][C:3]=1[C:8]1[CH:13]=[CH:12][CH:11]=[CH:10][CH:9]=1.[Li]CCCC.CCCCCC.[C:25]1([CH:31]2[C:40]3[C:35](=[CH:36][CH:37]=[CH:38][CH:39]=3)[C:33](=O)[O:32]2)[CH:30]=[CH:29][CH:28]=[CH:27][CH:26]=1.Cl. Given the product [C:3]1([C:8]2[CH:13]=[CH:12][CH:11]=[CH:10][CH:9]=2)[CH:4]=[CH:5][CH:6]=[CH:7][C:2]=1[C:33]1[O:32][C:31]([C:25]2[CH:30]=[CH:29][CH:28]=[CH:27][CH:26]=2)=[C:40]2[C:35]=1[CH:36]=[CH:37][CH:38]=[CH:39]2, predict the reactants needed to synthesize it.